Dataset: Forward reaction prediction with 1.9M reactions from USPTO patents (1976-2016). Task: Predict the product of the given reaction. (1) Given the reactants O[Li].O.[CH3:4][O:5][C:6]1[N:11]=[N:10][C:9]([C:12]2[S:16][C:15]([C:17]([O:19]CC)=[O:18])=[CH:14][CH:13]=2)=[CH:8][CH:7]=1, predict the reaction product. The product is: [CH3:4][O:5][C:6]1[N:11]=[N:10][C:9]([C:12]2[S:16][C:15]([C:17]([OH:19])=[O:18])=[CH:14][CH:13]=2)=[CH:8][CH:7]=1. (2) Given the reactants [CH3:1][N+:2]([CH2:5][C@H:6]([NH2:11])[CH2:7][C:8]([O-:10])=[O:9])([CH3:4])[CH3:3].[C:12]([C:18]1[O:22][C:21]([C:23](ON2C(=O)CCC2=O)=[O:24])=[CH:20][CH:19]=1)#[C:13][CH2:14][CH2:15][CH2:16][CH3:17].CN(C=O)C.C(N(CC)CC)C, predict the reaction product. The product is: [C:12]([C:18]1[O:22][C:21]([C:23]([NH:11][C@@H:6]([CH2:5][N+:2]([CH3:3])([CH3:4])[CH3:1])[CH2:7][C:8]([O-:10])=[O:9])=[O:24])=[CH:20][CH:19]=1)#[C:13][CH2:14][CH2:15][CH2:16][CH3:17].